From a dataset of Full USPTO retrosynthesis dataset with 1.9M reactions from patents (1976-2016). Predict the reactants needed to synthesize the given product. (1) The reactants are: [C:1]([O:5][C:6]([N:8]1[C:16]2[C:11](=[C:12]([F:17])[CH:13]=[CH:14][CH:15]=2)[CH:10]=[C:9]1B(O)O)=[O:7])([CH3:4])([CH3:3])[CH3:2].[Cl:21][C:22]1[CH:27]=[C:26](Cl)[N:25]=[C:24]([NH2:29])[CH:23]=1.C([O-])([O-])=O.[Cs+].[Cs+]. Given the product [NH2:29][C:24]1[N:25]=[C:26]([C:9]2[N:8]([C:6]([O:5][C:1]([CH3:4])([CH3:3])[CH3:2])=[O:7])[C:16]3[C:11]([CH:10]=2)=[C:12]([F:17])[CH:13]=[CH:14][CH:15]=3)[CH:27]=[C:22]([Cl:21])[CH:23]=1, predict the reactants needed to synthesize it. (2) Given the product [OH:22][CH2:23][CH:24]1[CH2:28][CH2:27][CH2:26][N:25]1[CH2:1][C:3]1[CH:4]=[C:5]2[C:9](=[CH:10][CH:11]=1)[NH:8][C:7]([C:12]([NH2:14])=[O:13])=[C:6]2[S:15][C:16]1[CH:21]=[CH:20][CH:19]=[CH:18][CH:17]=1, predict the reactants needed to synthesize it. The reactants are: [CH:1]([C:3]1[CH:4]=[C:5]2[C:9](=[CH:10][CH:11]=1)[NH:8][C:7]([C:12]([NH2:14])=[O:13])=[C:6]2[S:15][C:16]1[CH:21]=[CH:20][CH:19]=[CH:18][CH:17]=1)=O.[OH:22][CH2:23][CH:24]1[CH2:28][CH2:27][CH2:26][NH:25]1.